This data is from Reaction yield outcomes from USPTO patents with 853,638 reactions. The task is: Predict the reaction yield, written as a fraction of the theoretical maximum amount of product (1.0 means a 100% yield; for example, 0.34 means a 34% yield). The reactants are [CH2:1]([NH:3][C:4]([C:6]1[C:10]([C:11]2[CH:16]=[CH:15][C:14]([CH2:17][N:18]3[CH2:23][CH2:22][O:21][CH2:20][CH2:19]3)=[CH:13][CH:12]=2)=[C:9]([C:24]2[CH:29]=[C:28]([CH:30]([CH3:32])[CH3:31])[C:27]([OH:33])=[CH:26][C:25]=2[OH:34])[O:8][N:7]=1)=[O:5])[CH3:2].[CH3:35][S:36]([OH:39])(=[O:38])=[O:37]. The catalyst is CC(C)=O.O. The product is [S:36]([OH:39])(=[O:38])(=[O:37])[CH3:35].[CH2:1]([NH:3][C:4]([C:6]1[C:10]([C:11]2[CH:16]=[CH:15][C:14]([CH2:17][N:18]3[CH2:23][CH2:22][O:21][CH2:20][CH2:19]3)=[CH:13][CH:12]=2)=[C:9]([C:24]2[CH:29]=[C:28]([CH:30]([CH3:31])[CH3:32])[C:27]([OH:33])=[CH:26][C:25]=2[OH:34])[O:8][N:7]=1)=[O:5])[CH3:2]. The yield is 0.850.